The task is: Regression. Given a peptide amino acid sequence and an MHC pseudo amino acid sequence, predict their binding affinity value. This is MHC class I binding data.. This data is from Peptide-MHC class I binding affinity with 185,985 pairs from IEDB/IMGT. (1) The peptide sequence is ASSEVAVLY. The MHC is HLA-A26:01 with pseudo-sequence HLA-A26:01. The binding affinity (normalized) is 0.304. (2) The peptide sequence is AEFEYTIL. The MHC is HLA-A02:06 with pseudo-sequence HLA-A02:06. The binding affinity (normalized) is 0.242. (3) The peptide sequence is RSRPSGDLR. The MHC is Mamu-B8301 with pseudo-sequence Mamu-B8301. The binding affinity (normalized) is 0.833.